Dataset: Forward reaction prediction with 1.9M reactions from USPTO patents (1976-2016). Task: Predict the product of the given reaction. (1) Given the reactants Cl([O-])(=O)(=O)=O.[CH2:6]([C:8]1[C:12]2[C:13]([F:17])=[CH:14][CH:15]=[CH:16][C:11]=2[S:10][C:9]=1[C:18]1[C:30]2[C:22](=[CH:23][C:24]3[NH:25][C:26](=[O:31])[O:27][C:28]=3[CH:29]=2)[CH:21]=[C:20]([CH3:32])[O+]=1)[CH3:7].C(C1C2C(F)=CC=CC=2SC=1C=O)C.O.[NH2:48][NH2:49], predict the reaction product. The product is: [CH2:6]([C:8]1[C:12]2[C:13]([F:17])=[CH:14][CH:15]=[CH:16][C:11]=2[S:10][C:9]=1[C:18]1[C:30]2[CH:29]=[C:28]3[O:27][C:26](=[O:31])[NH:25][C:24]3=[CH:23][C:22]=2[CH2:21][C:20]([CH3:32])=[N:49][N:48]=1)[CH3:7]. (2) The product is: [I:27][CH2:2][O:3][C:4](=[O:26])[CH2:5][CH2:6][CH2:7][O:8][C:9](=[O:25])[C@H:10]([CH:22]([CH3:24])[CH3:23])[NH:11][C:12]([O:14][CH2:15][C:16]1[CH:21]=[CH:20][CH:19]=[CH:18][CH:17]=1)=[O:13]. Given the reactants Cl[CH2:2][O:3][C:4](=[O:26])[CH2:5][CH2:6][CH2:7][O:8][C:9](=[O:25])[C@H:10]([CH:22]([CH3:24])[CH3:23])[NH:11][C:12]([O:14][CH2:15][C:16]1[CH:21]=[CH:20][CH:19]=[CH:18][CH:17]=1)=[O:13].[I-:27].[Na+], predict the reaction product. (3) Given the reactants [ClH:1].NN1C(=O)C2[C:6](=[C:7]([CH3:22])[C:8](N3CC4C(C4N)C3)=C(F)C=2)N(C2CC2)C1=O.C(OC(=O)[NH:33][CH:34]1[CH:39]2[CH:35]1C[N:37]([C:40]1[C:49]([CH3:50])=[C:48]3[C:43]([C:44](=[O:56])[N:45]([NH2:55])[C:46](=[O:54])[N:47]3[CH:51]3[CH2:53][CH2:52]3)=[CH:42][C:41]=1[F:57])[CH2:38]2)(C)(C)C, predict the reaction product. The product is: [ClH:1].[NH2:55][N:45]1[C:44](=[O:56])[C:43]2[C:48](=[C:49]([CH3:50])[C:40]([N:37]3[CH2:38][CH:39]([CH:34]([NH2:33])[CH3:35])[C:7]([CH3:22])([CH3:8])[CH2:6]3)=[C:41]([F:57])[CH:42]=2)[N:47]([CH:51]2[CH2:53][CH2:52]2)[C:46]1=[O:54]. (4) Given the reactants [CH3:1][C:2]1[CH:22]=[CH:21][C:20]([CH3:23])=[CH:19][C:3]=1[CH2:4][O:5][CH:6]1[CH2:11][CH2:10][N:9](C(OC(C)(C)C)=O)[CH2:8][CH2:7]1.C(O)(C(F)(F)F)=O, predict the reaction product. The product is: [CH3:1][C:2]1[CH:22]=[CH:21][C:20]([CH3:23])=[CH:19][C:3]=1[CH2:4][O:5][CH:6]1[CH2:11][CH2:10][NH:9][CH2:8][CH2:7]1.